Dataset: NCI-60 drug combinations with 297,098 pairs across 59 cell lines. Task: Regression. Given two drug SMILES strings and cell line genomic features, predict the synergy score measuring deviation from expected non-interaction effect. (1) Drug 1: COC1=CC(=CC(=C1O)OC)C2C3C(COC3=O)C(C4=CC5=C(C=C24)OCO5)OC6C(C(C7C(O6)COC(O7)C8=CC=CS8)O)O. Drug 2: CC=C1C(=O)NC(C(=O)OC2CC(=O)NC(C(=O)NC(CSSCCC=C2)C(=O)N1)C(C)C)C(C)C. Cell line: SN12C. Synergy scores: CSS=57.2, Synergy_ZIP=4.77, Synergy_Bliss=3.81, Synergy_Loewe=3.24, Synergy_HSA=4.23. (2) Drug 1: C1=CC(=CC=C1CC(C(=O)O)N)N(CCCl)CCCl.Cl. Drug 2: CC1CCC2CC(C(=CC=CC=CC(CC(C(=O)C(C(C(=CC(C(=O)CC(OC(=O)C3CCCCN3C(=O)C(=O)C1(O2)O)C(C)CC4CCC(C(C4)OC)O)C)C)O)OC)C)C)C)OC. Cell line: MALME-3M. Synergy scores: CSS=28.6, Synergy_ZIP=-1.70, Synergy_Bliss=-0.647, Synergy_Loewe=-6.46, Synergy_HSA=2.17. (3) Drug 1: CNC(=O)C1=CC=CC=C1SC2=CC3=C(C=C2)C(=NN3)C=CC4=CC=CC=N4. Drug 2: COC1=NC(=NC2=C1N=CN2C3C(C(C(O3)CO)O)O)N. Cell line: NCI-H522. Synergy scores: CSS=9.62, Synergy_ZIP=-3.33, Synergy_Bliss=-2.21, Synergy_Loewe=-1.61, Synergy_HSA=-1.58.